Predict the reaction yield, written as a fraction of the theoretical maximum amount of product (1.0 means a 100% yield; for example, 0.34 means a 34% yield). From a dataset of Reaction yield outcomes from USPTO patents with 853,638 reactions. (1) The reactants are [Br:1][C:2]1[CH:3]=[C:4]([NH2:9])[C:5]([Cl:8])=[N:6][CH:7]=1.C(N(C(C)C)CC)(C)C.[CH3:19][S:20](Cl)(=[O:22])=[O:21].C(=O)([O-])[O-].[K+].[K+].C(O)(=O)CC(CC(O)=O)(C(O)=O)O. The catalyst is ClCCl.O. The product is [Br:1][C:2]1[CH:3]=[C:4]([NH:9][S:20]([CH3:19])(=[O:22])=[O:21])[C:5]([Cl:8])=[N:6][CH:7]=1. The yield is 0.380. (2) The reactants are [F:1][C:2]([F:28])([F:27])[C:3]1[CH:22]=[C:21]([C:23]([F:26])([F:25])[F:24])[CH:20]=[CH:19][C:4]=1[CH2:5][O:6][C:7]1[CH:16]=[CH:15][C:14]([CH:17]=O)=[CH:13][C:8]=1[C:9]([O:11][CH3:12])=[O:10].[CH3:29][NH:30][C:31]1[CH2:35][S:34][C:33](=[O:36])[N:32]=1.CC(C)([O-])C.[K+]. The catalyst is CO. The product is [F:1][C:2]([F:27])([F:28])[C:3]1[CH:22]=[C:21]([C:23]([F:26])([F:25])[F:24])[CH:20]=[CH:19][C:4]=1[CH2:5][O:6][C:7]1[CH:16]=[CH:15][C:14](/[CH:17]=[C:35]2/[C:31]([NH:30][CH3:29])=[N:32][C:33](=[O:36])[S:34]/2)=[CH:13][C:8]=1[C:9]([O:11][CH3:12])=[O:10]. The yield is 0.730. (3) The reactants are [Cl:1][C:2]1[N:3]=[CH:4][C:5]2[C:10]([CH3:12])([CH3:11])[CH2:9][NH:8][C:6]=2[N:7]=1.[H-].[Na+].[C:15]1([S:25](Cl)(=[O:27])=[O:26])[C:24]2[C:19](=[CH:20][CH:21]=[CH:22][CH:23]=2)[CH:18]=[CH:17][CH:16]=1. The catalyst is C1COCC1. The product is [Cl:1][C:2]1[N:3]=[CH:4][C:5]2[C:10]([CH3:12])([CH3:11])[CH2:9][N:8]([S:25]([C:15]3[C:24]4[C:19](=[CH:20][CH:21]=[CH:22][CH:23]=4)[CH:18]=[CH:17][CH:16]=3)(=[O:27])=[O:26])[C:6]=2[N:7]=1. The yield is 0.750. (4) The reactants are [F:1][C@:2]1([CH3:18])[C@H:6]([OH:7])[C@@H:5]([CH2:8][OH:9])[O:4][C@H:3]1[N:10]1[CH:17]=[CH:16][C:14]([NH2:15])=[N:13][C:11]1=[O:12].[C:19](Cl)(=[O:26])[C:20]1[CH:25]=[CH:24][CH:23]=[CH:22][CH:21]=1. The catalyst is N1C=CC=CC=1. The product is [C:19]([NH:15][C:14]1[CH:16]=[CH:17][N:10]([C@@H:3]2[O:4][C@H:5]([CH:8]([C:19](=[O:26])[C:20]3[CH:25]=[CH:24][CH:23]=[CH:22][CH:21]=3)[OH:9])[C@@:6]([C:19](=[O:26])[C:20]3[CH:25]=[CH:24][CH:23]=[CH:22][CH:21]=3)([OH:7])[C@:2]2([F:1])[CH3:18])[C:11](=[O:12])[N:13]=1)(=[O:26])[C:20]1[CH:25]=[CH:24][CH:23]=[CH:22][CH:21]=1. The yield is 0.910.